From a dataset of Forward reaction prediction with 1.9M reactions from USPTO patents (1976-2016). Predict the product of the given reaction. (1) Given the reactants [H-].[Na+].[OH:3][C:4]1[CH:11]=[CH:10][C:7]([CH:8]=[O:9])=[CH:6][CH:5]=1.Cl[C:13]1[N:18]=[CH:17][CH:16]=[CH:15][N:14]=1, predict the reaction product. The product is: [N:14]1[CH:15]=[CH:16][CH:17]=[N:18][C:13]=1[O:3][C:4]1[CH:11]=[CH:10][C:7]([CH:8]=[O:9])=[CH:6][CH:5]=1. (2) Given the reactants [Br:1][C:2]1[CH:3]=[C:4]([CH:8]([NH2:10])[CH3:9])[CH:5]=[CH:6][CH:7]=1.F[C:12]1[CH:17]=[C:16]([F:18])[CH:15]=[CH:14][C:13]=1[N+:19]([O-:21])=[O:20].C(N(CC)C(C)C)(C)C, predict the reaction product. The product is: [Br:1][C:2]1[CH:3]=[C:4]([CH:8]([NH:10][C:12]2[CH:17]=[C:16]([F:18])[CH:15]=[CH:14][C:13]=2[N+:19]([O-:21])=[O:20])[CH3:9])[CH:5]=[CH:6][CH:7]=1. (3) Given the reactants Br[C:2]1[N:6]=[CH:5][N:4]([CH2:7][O:8][CH2:9][CH2:10][Si:11]([CH3:14])([CH3:13])[CH3:12])[C:3]=1[C:15]1[CH:16]=[N:17][CH:18]=[CH:19][CH:20]=1.[CH2:21]([SH:26])[CH2:22][CH2:23][CH2:24][CH3:25].C([O-])([O-])=O.[K+].[K+].CC1(C)C2C(=C(P(C3C=CC=CC=3)C3C=CC=CC=3)C=CC=2)OC2C(P(C3C=CC=CC=3)C3C=CC=CC=3)=CC=CC1=2, predict the reaction product. The product is: [CH2:21]([S:26][C:2]1[N:6]=[CH:5][N:4]([CH2:7][O:8][CH2:9][CH2:10][Si:11]([CH3:14])([CH3:13])[CH3:12])[C:3]=1[C:15]1[CH:16]=[N:17][CH:18]=[CH:19][CH:20]=1)[CH2:22][CH2:23][CH2:24][CH3:25]. (4) Given the reactants Br[CH2:2][CH2:3][N:4]1[CH2:9][CH2:8][N:7]([CH3:10])[CH2:6][CH2:5]1.Cl.[Cl:12][C:13]1[CH:18]=[CH:17][C:16]([NH:19]N)=[CH:15][CH:14]=1.[CH3:21][N:22]1[CH2:27][CH2:26][C:25](=O)[CH2:24][CH2:23]1, predict the reaction product. The product is: [Cl:12][C:13]1[CH:18]=[CH:17][C:16]2[N:19]([CH2:2][CH2:3][N:4]3[CH2:9][CH2:8][N:7]([CH3:10])[CH2:6][CH2:5]3)[C:25]3[CH2:26][CH2:27][N:22]([CH3:21])[CH2:23][C:24]=3[C:15]=2[CH:14]=1. (5) The product is: [CH2:11]([NH:18][C:19]([C:21]1[S:25][C:24]([NH:26][C:9]([NH:8][C:5]2[CH:6]=[CH:7][C:2]([F:1])=[CH:3][CH:4]=2)=[O:10])=[N:23][C:22]=1[CH3:27])=[O:20])[C:12]1[CH:17]=[CH:16][CH:15]=[CH:14][CH:13]=1. Given the reactants [F:1][C:2]1[CH:7]=[CH:6][C:5]([N:8]=[C:9]=[O:10])=[CH:4][CH:3]=1.[CH2:11]([NH:18][C:19]([C:21]1[S:25][C:24]([NH2:26])=[N:23][C:22]=1[CH3:27])=[O:20])[C:12]1[CH:17]=[CH:16][CH:15]=[CH:14][CH:13]=1, predict the reaction product. (6) Given the reactants [OH:1][CH:2]([CH3:6])[C:3](O)=[O:4].ClC(N(C)C)=C(C)C.[Br:15][C:16]1[CH:17]=[C:18]([NH2:24])[C:19]([O:22][CH3:23])=[N:20][CH:21]=1.CNC, predict the reaction product. The product is: [Br:15][C:16]1[CH:17]=[C:18]([NH:24][C:3](=[O:4])[CH:2]([OH:1])[CH3:6])[C:19]([O:22][CH3:23])=[N:20][CH:21]=1.